From a dataset of Full USPTO retrosynthesis dataset with 1.9M reactions from patents (1976-2016). Predict the reactants needed to synthesize the given product. (1) Given the product [O:13]1[CH2:17][CH2:16][O:15][CH:14]1[C:18]1[CH:19]=[CH:20][C:21]([C:24]2[O:7][C:6]([C:5]3[CH:9]=[CH:10][CH:11]=[CH:12][C:4]=3[N+:1]([O-:3])=[O:2])=[N:26][N:25]=2)=[CH:22][CH:23]=1, predict the reactants needed to synthesize it. The reactants are: [N+:1]([C:4]1[CH:12]=[CH:11][CH:10]=[CH:9][C:5]=1[C:6](Cl)=[O:7])([O-:3])=[O:2].[O:13]1[CH2:17][CH2:16][O:15][CH:14]1[C:18]1[CH:23]=[CH:22][C:21]([C:24]2NN=[N:26][N:25]=2)=[CH:20][CH:19]=1.N1C=CC=CC=1. (2) The reactants are: [CH3:1][O:2][C:3]1[CH:16]=[CH:15][CH:14]=[CH:13][C:4]=1/[N:5]=[CH:6]/[C:7]1[CH:12]=[CH:11][CH:10]=[CH:9][CH:8]=1.[Li][C:18]([CH3:21])([CH3:20])[CH3:19].O. Given the product [CH3:19][C:18]([CH3:21])([CH3:20])[CH:6]([NH:5][C:4]1[CH:13]=[CH:14][CH:15]=[CH:16][C:3]=1[O:2][CH3:1])[C:7]1[CH:12]=[CH:11][CH:10]=[CH:9][CH:8]=1, predict the reactants needed to synthesize it. (3) Given the product [CH3:23][C:22]1[C:18]([NH:17][CH2:16][C:5]2[CH:6]=[CH:7][C:8]([C:12]([F:14])([F:13])[F:15])=[C:9]([S:10][CH3:11])[C:4]=2[CH3:3])=[N:19][O:20][N:21]=1, predict the reactants needed to synthesize it. The reactants are: [BH4-].[Na+].[CH3:3][C:4]1[C:9]([S:10][CH3:11])=[C:8]([C:12]([F:15])([F:14])[F:13])[CH:7]=[CH:6][C:5]=1[CH:16]=[N:17][C:18]1[C:22]([CH3:23])=[N:21][O:20][N:19]=1.O.C(OCC)(=O)C. (4) Given the product [F:32][C:29]1([F:31])[O:28][C:6]2=[CH:7][CH:8]=[C:9]3[C:4]([N:3]=[C:2]([NH2:1])[N:11]4[N:12]=[C:13]([C@@H:15]5[CH2:20][CH2:19][CH2:18][NH:17][CH2:16]5)[N:14]=[C:10]34)=[C:5]2[O:30]1, predict the reactants needed to synthesize it. The reactants are: [NH2:1][C:2]1[N:11]2[N:12]=[C:13]([C@@H:15]3[CH2:20][CH2:19][CH2:18][N:17](C(OC(C)(C)C)=O)[CH2:16]3)[N:14]=[C:10]2[C:9]2[C:4](=[C:5]3[O:30][C:29]([F:32])([F:31])[O:28][C:6]3=[CH:7][CH:8]=2)[N:3]=1.Cl. (5) Given the product [Cl:19][C:15]1[CH:16]=[CH:17][C:18]([N+:1]([O-:4])=[O:2])=[C:13]([C:11](=[O:12])[CH3:10])[CH:14]=1, predict the reactants needed to synthesize it. The reactants are: [N+:1]([O-:4])(O)=[O:2].OS(O)(=O)=O.[CH3:10][C:11]([C:13]1[CH:18]=[CH:17][CH:16]=[C:15]([Cl:19])[CH:14]=1)=[O:12]. (6) The reactants are: [C:1]1([C@@H:7]([CH:9]2[CH2:14][CH2:13][O:12][CH2:11][CH2:10]2)O)[CH:6]=[CH:5][CH:4]=[CH:3][CH:2]=1.[CH3:15][N:16]1[C:20]([C:21]2[CH:33]=[N:32][C:31]3[C:30]4[C:29]([F:34])=[CH:28][C:27]([C:35]([O:37][CH3:38])=[O:36])=[CH:26][C:25]=4[NH:24][C:23]=3[CH:22]=2)=[C:19]([CH3:39])[N:18]=[N:17]1.C1(P(C2C=CC=CC=2)C2C=CC=CC=2)C=CC=CC=1.CC(OC(/N=N/C(OC(C)C)=O)=O)C. Given the product [CH3:15][N:16]1[C:20]([C:21]2[CH:33]=[N:32][C:31]3[C:30]4[C:29]([F:34])=[CH:28][C:27]([C:35]([O:37][CH3:38])=[O:36])=[CH:26][C:25]=4[N:24]([C@H:7]([C:1]4[CH:6]=[CH:5][CH:4]=[CH:3][CH:2]=4)[CH:9]4[CH2:14][CH2:13][O:12][CH2:11][CH2:10]4)[C:23]=3[CH:22]=2)=[C:19]([CH3:39])[N:18]=[N:17]1, predict the reactants needed to synthesize it.